Dataset: NCI-60 drug combinations with 297,098 pairs across 59 cell lines. Task: Regression. Given two drug SMILES strings and cell line genomic features, predict the synergy score measuring deviation from expected non-interaction effect. Drug 1: CS(=O)(=O)C1=CC(=C(C=C1)C(=O)NC2=CC(=C(C=C2)Cl)C3=CC=CC=N3)Cl. Drug 2: CCC(=C(C1=CC=CC=C1)C2=CC=C(C=C2)OCCN(C)C)C3=CC=CC=C3.C(C(=O)O)C(CC(=O)O)(C(=O)O)O. Cell line: SW-620. Synergy scores: CSS=3.58, Synergy_ZIP=2.10, Synergy_Bliss=8.11, Synergy_Loewe=2.11, Synergy_HSA=3.46.